This data is from Reaction yield outcomes from USPTO patents with 853,638 reactions. The task is: Predict the reaction yield, written as a fraction of the theoretical maximum amount of product (1.0 means a 100% yield; for example, 0.34 means a 34% yield). (1) The reactants are [N:1]1[CH:6]=[C:5]([C:7]([OH:9])=[O:8])[CH:4]=[CH:3][C:2]=1[C:10]([OH:12])=[O:11].[CH2:13](O)[CH3:14].S(=O)(=O)(O)O. The catalyst is O. The product is [CH2:13]([O:11][C:10]([C:2]1[CH:3]=[CH:4][C:5]([C:7]([OH:9])=[O:8])=[CH:6][N:1]=1)=[O:12])[CH3:14]. The yield is 0.460. (2) The reactants are [CH2:1]([Li])[CH2:2][CH2:3][CH3:4].O=O.Br[C:9]1[CH:14]=[CH:13][C:12]([F:15])=[C:11]([CH2:16][C:17]2[CH:22]=[CH:21][C:20]([O:23][CH2:24][CH3:25])=[CH:19][CH:18]=2)[CH:10]=1.CON(C)[C:29](=[O:81])[C@H:30]([O:73]CC1C=CC=CC=1)[C@@H:31]([O:65][CH2:66][C:67]1[CH:72]=[CH:71][CH:70]=[CH:69][CH:68]=1)[C@H:32]([O:57][CH2:58][C:59]1[CH:64]=[CH:63][CH:62]=[CH:61][CH:60]=1)[C:33]([OH:56])([CH2:45][O:46][CH2:47][C:48]1[CH:53]=[CH:52][C:51]([O:54][CH3:55])=[CH:50][CH:49]=1)[CH2:34][O:35][CH2:36][C:37]1[CH:42]=[CH:41][C:40]([O:43][CH3:44])=[CH:39][CH:38]=1.[Al].O1C[CH2:87][CH2:86][CH2:85]1. The catalyst is C(OCC)C. The product is [CH2:1]([O:73][CH:30]1[C@@H:31]([O:65][CH2:66][C:67]2[CH:68]=[CH:69][CH:70]=[CH:71][CH:72]=2)[C@H:32]([O:57][CH2:58][C:59]2[CH:64]=[CH:63][CH:62]=[CH:61][CH:60]=2)[C:33]([CH2:45][O:46][CH2:47][C:48]2[CH:49]=[CH:50][C:51]([O:54][CH3:55])=[CH:52][CH:53]=2)([CH2:34][O:35][CH2:36][C:37]2[CH:38]=[CH:39][C:40]([O:43][CH3:44])=[CH:41][CH:42]=2)[O:56][C:29]1([C:9]1[CH:14]=[CH:13][C:12]([F:15])=[C:11]([CH2:16][C:17]2[CH:22]=[CH:21][C:20]([O:23][CH2:24][CH3:25])=[CH:19][CH:18]=2)[CH:10]=1)[OH:81])[C:2]1[CH:87]=[CH:86][CH:85]=[CH:4][CH:3]=1. The yield is 0.440. (3) The reactants are [Cl-].[CH3:2][O:3][C:4]1[CH:9]=[C:8]([CH3:10])[NH:7][C:6](=[O:11])[C:5]=1[CH2:12][NH3+:13].[F:14][C:15]([F:39])([CH3:38])[CH2:16][N:17]1[CH2:22][CH2:21][CH:20]([C@H:23]([N:25]2[C:33]3[C:28](=[CH:29][CH:30]=[CH:31][CH:32]=3)[C:27]([C:34](O)=[O:35])=[C:26]2[CH3:37])[CH3:24])[CH2:19][CH2:18]1.CCN(C(C)C)C(C)C.CCOC(C(C#N)=NOC(N1CCOCC1)=[N+](C)C)=O.F[P-](F)(F)(F)(F)F. The catalyst is CN(C=O)C. The product is [F:39][C:15]([F:14])([CH3:38])[CH2:16][N:17]1[CH2:18][CH2:19][CH:20]([C@H:23]([N:25]2[C:33]3[C:28](=[CH:29][CH:30]=[CH:31][CH:32]=3)[C:27]([C:34]([NH:13][CH2:12][C:5]3[C:6](=[O:11])[NH:7][C:8]([CH3:10])=[CH:9][C:4]=3[O:3][CH3:2])=[O:35])=[C:26]2[CH3:37])[CH3:24])[CH2:21][CH2:22]1. The yield is 0.560. (4) The reactants are [C:1]([O:5][C:6]([NH:8][C:9]1[CH:14]=[CH:13][C:12]([CH:15]([N:19]([CH:21]([CH3:23])[CH3:22])[CH3:20])[C:16]([OH:18])=[O:17])=[CH:11][CH:10]=1)=[O:7])([CH3:4])([CH3:3])[CH3:2].ON1[C:29]2N=CC=C[C:28]=2N=N1.Cl.N=C=N.C(O)C. The catalyst is CN(C)C1C=CN=CC=1.C1COCC1. The product is [C:1]([O:5][C:6]([NH:8][C:9]1[CH:14]=[CH:13][C:12]([CH:15]([N:19]([CH:21]([CH3:23])[CH3:22])[CH3:20])[C:16]([O:18][CH2:28][CH3:29])=[O:17])=[CH:11][CH:10]=1)=[O:7])([CH3:4])([CH3:3])[CH3:2]. The yield is 0.730.